From a dataset of Full USPTO retrosynthesis dataset with 1.9M reactions from patents (1976-2016). Predict the reactants needed to synthesize the given product. The reactants are: [C:1]([C:3]1[N:11]=[CH:10][C:9]2[N:8]([CH2:12][O:13][CH2:14][CH2:15][Si:16]([CH3:19])([CH3:18])[CH3:17])[C:7]3[N:20]=[CH:21][CH:22]=[C:23]([N:24]4[CH2:28][CH2:27][C@H:26]([N:29]([CH2:37][CH3:38])[C:30](=[O:36])[O:31][C:32]([CH3:35])([CH3:34])[CH3:33])[CH2:25]4)[C:6]=3[C:5]=2[CH:4]=1)#[N:2].C([O-])(=O)C.[Na+].[Br:44]Br. Given the product [Br:44][C:22]1[CH:21]=[N:20][C:7]2[N:8]([CH2:12][O:13][CH2:14][CH2:15][Si:16]([CH3:18])([CH3:19])[CH3:17])[C:9]3[CH:10]=[N:11][C:3]([C:1]#[N:2])=[CH:4][C:5]=3[C:6]=2[C:23]=1[N:24]1[CH2:28][CH2:27][C@H:26]([N:29]([CH2:37][CH3:38])[C:30](=[O:36])[O:31][C:32]([CH3:33])([CH3:34])[CH3:35])[CH2:25]1, predict the reactants needed to synthesize it.